Task: Predict the reactants needed to synthesize the given product.. Dataset: Full USPTO retrosynthesis dataset with 1.9M reactions from patents (1976-2016) Given the product [Si:24]([O:23][CH2:22][C:19]1([CH3:21])[S:18][CH2:17][CH2:16][N:15]2[C:11]([C:8]3([C:5]4[CH:6]=[CH:7][C:2]([C:36]5[N:32]([CH3:31])[N:33]=[CH:34][CH:35]=5)=[CH:3][CH:4]=4)[CH2:10][CH2:9]3)=[N:12][N:13]=[C:14]2[CH2:20]1)([C:27]([CH3:30])([CH3:29])[CH3:28])([CH3:26])[CH3:25], predict the reactants needed to synthesize it. The reactants are: Br[C:2]1[CH:7]=[CH:6][C:5]([C:8]2([C:11]3[N:15]4[CH2:16][CH2:17][S:18][C:19]([CH2:22][O:23][Si:24]([C:27]([CH3:30])([CH3:29])[CH3:28])([CH3:26])[CH3:25])([CH3:21])[CH2:20][C:14]4=[N:13][N:12]=3)[CH2:10][CH2:9]2)=[CH:4][CH:3]=1.[CH3:31][N:32]1[C:36](B2OC(C)(C)C(C)(C)O2)=[CH:35][CH:34]=[N:33]1.C(=O)([O-])[O-].[K+].[K+].C(=O)([O-])O.[Na+].